Predict the product of the given reaction. From a dataset of Forward reaction prediction with 1.9M reactions from USPTO patents (1976-2016). Given the reactants [OH:1][C:2]1[CH:9]=[CH:8][C:5]([CH:6]=[O:7])=[CH:4][C:3]=1[CH3:10].[O:11]1[CH:16]=[CH:15][CH2:14][CH2:13][CH2:12]1.C1(C)C=CC(S([O-])(=O)=O)=CC=1.[NH+]1C=CC=CC=1, predict the reaction product. The product is: [CH3:10][C:3]1[CH:4]=[C:5]([CH:8]=[CH:9][C:2]=1[O:1][CH:12]1[CH2:13][CH2:14][CH2:15][CH2:16][O:11]1)[CH:6]=[O:7].